From a dataset of Reaction yield outcomes from USPTO patents with 853,638 reactions. Predict the reaction yield, written as a fraction of the theoretical maximum amount of product (1.0 means a 100% yield; for example, 0.34 means a 34% yield). The reactants are [H-].[Na+].CC1N=C(CO)C=CC=1.BrC1C=NC=CC=1C#N.[CH3:21][C:22]1[N:27]=[C:26]([CH2:28][O:29][C:30]2[CH:37]=[N:36][CH:35]=[CH:34][C:31]=2[C:32]#[N:33])[CH:25]=[CH:24][CH:23]=1. The catalyst is CN(C=O)C.O.CCOC(C)=O. The product is [CH3:21][C:22]1[N:27]=[C:26]([C:28]2[O:29][C:30]3=[CH:37][N:36]=[CH:35][CH:34]=[C:31]3[C:32]=2[NH2:33])[CH:25]=[CH:24][CH:23]=1. The yield is 0.320.